This data is from Forward reaction prediction with 1.9M reactions from USPTO patents (1976-2016). The task is: Predict the product of the given reaction. The product is: [C:21]([NH:20][C:18]1[N:17]=[C:16]([C:25]2[CH:30]=[CH:29][CH:28]=[CH:27][N:26]=2)[CH:15]=[C:14]([C:10]2[CH:11]=[N:12][CH:13]=[C:8]([C:10]3[CH:9]=[CH:8][CH:13]=[C:34]([O:35][CH3:36])[CH:33]=3)[CH:9]=2)[CH:19]=1)([CH3:24])([CH3:23])[CH3:22]. Given the reactants C([O-])([O-])=O.[Na+].[Na+].Br[C:8]1[CH:9]=[C:10]([C:14]2[CH:19]=[C:18]([NH:20][C:21]([CH3:24])([CH3:23])[CH3:22])[N:17]=[C:16]([C:25]3[CH:30]=[CH:29][CH:28]=[CH:27][N:26]=3)[CH:15]=2)[CH:11]=[N:12][CH:13]=1.CO[CH2:33][CH2:34][O:35][CH3:36], predict the reaction product.